From a dataset of Catalyst prediction with 721,799 reactions and 888 catalyst types from USPTO. Predict which catalyst facilitates the given reaction. Reactant: [OH:1][CH2:2][CH2:3][N:4]1[CH2:9][CH2:8][NH:7][CH2:6][CH2:5]1.[C:10](O[C:10]([O:12][C:13]([CH3:16])([CH3:15])[CH3:14])=[O:11])([O:12][C:13]([CH3:16])([CH3:15])[CH3:14])=[O:11]. Product: [OH:1][CH2:2][CH2:3][N:4]1[CH2:9][CH2:8][N:7]([C:10]([O:12][C:13]([CH3:16])([CH3:15])[CH3:14])=[O:11])[CH2:6][CH2:5]1. The catalyst class is: 1.